Dataset: Full USPTO retrosynthesis dataset with 1.9M reactions from patents (1976-2016). Task: Predict the reactants needed to synthesize the given product. (1) Given the product [C:21]([C:19]1[CH:18]=[C:17]([NH:25][S:26]([CH3:29])(=[O:28])=[O:27])[C:16]([O:30][CH3:31])=[C:15]([NH:14][C:12](=[O:13])[C:11]2[CH:32]=[CH:33][C:34]([CH3:35])=[C:9]([OH:8])[CH:10]=2)[CH:20]=1)([CH3:24])([CH3:22])[CH3:23], predict the reactants needed to synthesize it. The reactants are: C([O:8][C:9]1[CH:10]=[C:11]([CH:32]=[CH:33][C:34]=1[CH3:35])[C:12]([NH:14][C:15]1[CH:20]=[C:19]([C:21]([CH3:24])([CH3:23])[CH3:22])[CH:18]=[C:17]([NH:25][S:26]([CH3:29])(=[O:28])=[O:27])[C:16]=1[O:30][CH3:31])=[O:13])C1C=CC=CC=1.[H][H]. (2) Given the product [CH2:1]([NH:4][C:5]1[N:10]=[C:9]([NH:11][CH2:12][CH2:13][CH3:14])[N:8]=[C:7]([N:15]([CH3:18])[O:16][CH2:17][CH3:20])[N:6]=1)[CH2:2][CH3:3], predict the reactants needed to synthesize it. The reactants are: [CH2:1]([NH:4][C:5]1[N:10]=[C:9]([NH:11][CH2:12][CH2:13][CH3:14])[N:8]=[C:7]([N:15]([CH3:18])[O:16][CH3:17])[N:6]=1)[CH2:2][CH3:3].Cl.[CH2:20](ONC)C. (3) Given the product [C:23]1([C:29]#[C:30][C:31]2[CH:32]=[N:33][CH:34]=[C:35]([CH:39]=2)[C:36]([NH2:38])=[S:10])[CH:28]=[CH:27][CH:26]=[CH:25][CH:24]=1, predict the reactants needed to synthesize it. The reactants are: COC1C=CC(P2(SP(C3C=CC(OC)=CC=3)(=S)S2)=[S:10])=CC=1.[C:23]1([C:29]#[C:30][C:31]2[CH:32]=[N:33][CH:34]=[C:35]([CH:39]=2)[C:36]([NH2:38])=O)[CH:28]=[CH:27][CH:26]=[CH:25][CH:24]=1. (4) Given the product [C:1]1([O:11][CH2:12][CH:13]2[CH2:14][CH2:15][N:16]([C:26]([O:28][CH2:29][C:30]([O:32][CH2:33][CH3:34])=[O:31])=[O:25])[CH2:17][CH2:18]2)[C:10]2[C:5](=[CH:6][CH:7]=[CH:8][CH:9]=2)[CH:4]=[CH:3][CH:2]=1, predict the reactants needed to synthesize it. The reactants are: [C:1]1([O:11][CH2:12][CH:13]2[CH2:18][CH2:17][NH:16][CH2:15][CH2:14]2)[C:10]2[C:5](=[CH:6][CH:7]=[CH:8][CH:9]=2)[CH:4]=[CH:3][CH:2]=1.C1([O:25][C:26]([O:28][CH2:29][C:30]([O:32][CH2:33][CH3:34])=[O:31])=O)C=CC=CC=1. (5) Given the product [Si:9]([O:16][C:17]1([CH2:18][O:19][C@H:20]2[CH2:21][CH2:22][C@H:23]([N:26]3[C:31](=[O:32])[C:30]([CH2:33][C:34]4[CH:39]=[CH:38][C:37]([C:40]5[C:41]([C:46]#[N:47])=[CH:42][CH:43]=[CH:44][CH:45]=5)=[CH:36][CH:35]=4)=[C:29]([CH2:48][CH2:49][CH3:50])[N:28]4[N:51]=[C:52]([CH3:54])[N:53]=[C:27]34)[CH2:24][CH2:25]2)[CH2:1][CH2:55]1)([C:12]([CH3:14])([CH3:15])[CH3:13])([CH3:11])[CH3:10], predict the reactants needed to synthesize it. The reactants are: [CH2:1]([Zn]CC)C.ClCI.[Si:9]([O:16][C:17](=[CH2:55])[CH2:18][O:19][C@H:20]1[CH2:25][CH2:24][C@H:23]([N:26]2[C:31](=[O:32])[C:30]([CH2:33][C:34]3[CH:39]=[CH:38][C:37]([C:40]4[C:41]([C:46]#[N:47])=[CH:42][CH:43]=[CH:44][CH:45]=4)=[CH:36][CH:35]=3)=[C:29]([CH2:48][CH2:49][CH3:50])[N:28]3[N:51]=[C:52]([CH3:54])[N:53]=[C:27]23)[CH2:22][CH2:21]1)([C:12]([CH3:15])([CH3:14])[CH3:13])([CH3:11])[CH3:10].[Cl-].[NH4+].